From a dataset of Full USPTO retrosynthesis dataset with 1.9M reactions from patents (1976-2016). Predict the reactants needed to synthesize the given product. (1) The reactants are: [CH2:1]([O:6][C:7]1[C@@H:12]([C@H:13]([CH2:15][OH:16])[OH:14])[O:11][C:9](=[O:10])[C:8]=1[OH:17])[CH:2]([CH2:4][OH:5])[OH:3].[C:18](Cl)(=[O:22])[CH2:19][CH2:20][CH3:21]. Given the product [CH2:1]([O:6][C:7]1[C@@H:12]([C@H:13]([CH2:15][O:16][C:18](=[O:22])[CH2:19][CH2:20][CH3:21])[OH:14])[O:11][C:9](=[O:10])[C:8]=1[OH:17])[CH:2]([CH2:4][OH:5])[OH:3], predict the reactants needed to synthesize it. (2) Given the product [NH2:1][CH2:4][C@H:5]1[CH2:9][CH2:8][CH2:7][C@@H:6]1[NH:10][C:11](=[O:17])[O:12][C:13]([CH3:15])([CH3:14])[CH3:16], predict the reactants needed to synthesize it. The reactants are: [N:1]([CH2:4][C@H:5]1[CH2:9][CH2:8][CH2:7][C@@H:6]1[NH:10][C:11](=[O:17])[O:12][C:13]([CH3:16])([CH3:15])[CH3:14])=[N+]=[N-]. (3) The reactants are: [N:1]1[CH:6]=[CH:5][CH:4]=[C:3]([CH2:7][C:8]([OH:10])=O)[CH:2]=1.[P:11]([OH:14])([OH:13])[OH:12].P(Cl)(Cl)Cl. Given the product [CH:5]1[CH:6]=[N:1][CH:2]=[C:3]([CH2:7][C:8]([P:11]([OH:14])([OH:13])=[O:12])([P:11]([OH:14])([OH:13])=[O:12])[OH:10])[CH:4]=1, predict the reactants needed to synthesize it. (4) Given the product [CH:1]([C:4]1[CH:5]=[C:6]2[C:11](=[C:12]([C:14]3[CH:15]=[C:16]([CH:20]4[O:37][C:21]4([C:24]4[CH:25]=[CH:26][N:27]=[CH:28][CH:29]=4)[C:22]#[N:23])[CH:17]=[CH:18][CH:19]=3)[CH:13]=1)[N:10]=[CH:9][CH:8]=[CH:7]2)([CH3:3])[CH3:2], predict the reactants needed to synthesize it. The reactants are: [CH:1]([C:4]1[CH:5]=[C:6]2[C:11](=[C:12]([C:14]3[CH:15]=[C:16]([CH:20]=[C:21]([C:24]4[CH:29]=[CH:28][N:27]=[CH:26][CH:25]=4)[C:22]#[N:23])[CH:17]=[CH:18][CH:19]=3)[CH:13]=1)[N:10]=[CH:9][CH:8]=[CH:7]2)([CH3:3])[CH3:2].C1C=C(C([O-])=[O:37])C(C(O[O-])=O)=CC=1.[Mg+2].